Dataset: NCI-60 drug combinations with 297,098 pairs across 59 cell lines. Task: Regression. Given two drug SMILES strings and cell line genomic features, predict the synergy score measuring deviation from expected non-interaction effect. (1) Drug 1: CCCS(=O)(=O)NC1=C(C(=C(C=C1)F)C(=O)C2=CNC3=C2C=C(C=N3)C4=CC=C(C=C4)Cl)F. Drug 2: CCCS(=O)(=O)NC1=C(C(=C(C=C1)F)C(=O)C2=CNC3=C2C=C(C=N3)C4=CC=C(C=C4)Cl)F. Cell line: SNB-75. Synergy scores: CSS=-1.36, Synergy_ZIP=1.18, Synergy_Bliss=2.84, Synergy_Loewe=2.23, Synergy_HSA=0.953. (2) Drug 1: C1C(C(OC1N2C=NC(=NC2=O)N)CO)O. Drug 2: CC1CCCC2(C(O2)CC(NC(=O)CC(C(C(=O)C(C1O)C)(C)C)O)C(=CC3=CSC(=N3)C)C)C. Cell line: SW-620. Synergy scores: CSS=54.2, Synergy_ZIP=0.313, Synergy_Bliss=-0.941, Synergy_Loewe=-2.97, Synergy_HSA=2.44.